From a dataset of Full USPTO retrosynthesis dataset with 1.9M reactions from patents (1976-2016). Predict the reactants needed to synthesize the given product. (1) Given the product [Cl:18][C:15]1[CH:16]=[CH:17][C:12]([C:5]2[CH:6]=[CH:7][C:2]([OH:1])=[CH:3][CH:4]=2)=[N:13][CH:14]=1, predict the reactants needed to synthesize it. The reactants are: [OH:1][C:2]1[CH:7]=[CH:6][C:5](B(O)O)=[CH:4][CH:3]=1.Br[C:12]1[CH:17]=[CH:16][C:15]([Cl:18])=[CH:14][N:13]=1.C([O-])([O-])=O.[Na+].[Na+]. (2) Given the product [CH2:16]([O:18][C:19]1[CH:20]=[CH:21][C:22]2[N+:27]([O-:28])=[N:26][C:25]([NH:29][CH2:30][CH2:31][N:32]([CH3:34])[CH3:33])=[N+:24]([O-:6])[C:23]=2[CH:35]=1)[CH3:17], predict the reactants needed to synthesize it. The reactants are: OO.FC(F)(F)C(OC(=O)C(F)(F)F)=[O:6].[CH2:16]([O:18][C:19]1[CH:20]=[CH:21][C:22]2[N+:27]([O-:28])=[N:26][C:25]([NH:29][CH2:30][CH2:31][N:32]([CH3:34])[CH3:33])=[N:24][C:23]=2[CH:35]=1)[CH3:17].FC(F)(F)C(O)=O. (3) Given the product [NH2:1][C:2]1[CH:7]=[C:6]([O:8][CH2:20][C:21]2[CH:26]=[CH:25][CH:24]=[CH:23][CH:22]=2)[CH:5]=[CH:4][C:3]=1[S:9][C:10]1[CH:15]=[CH:14][C:13]([NH:16][C:17](=[O:19])[CH3:18])=[CH:12][CH:11]=1, predict the reactants needed to synthesize it. The reactants are: [NH2:1][C:2]1[CH:7]=[C:6]([OH:8])[CH:5]=[CH:4][C:3]=1[S:9][C:10]1[CH:15]=[CH:14][C:13]([NH:16][C:17](=[O:19])[CH3:18])=[CH:12][CH:11]=1.[CH2:20](Br)[C:21]1[CH:26]=[CH:25][CH:24]=[CH:23][CH:22]=1.C(=O)([O-])[O-].[K+].[K+]. (4) Given the product [CH3:1][CH2:2][C@@:3]1([OH:31])[C:8](=[O:9])[O:7][CH2:6][C:5]2[C:10]([N:12]3[C:29](=[CH:30][C:4]1=2)[C:28]1[N:27]=[C:17]2[CH:18]=[CH:19][C:20]([OH:26])=[C:21]([CH2:22][N:23]([CH3:24])[CH3:25])[C:16]2=[CH:15][C:14]=1[CH2:13]3)=[O:11], predict the reactants needed to synthesize it. The reactants are: [CH3:1][CH2:2][C@@:3]1([OH:31])[C:8](=[O:9])[O:7][CH2:6][C:5]2[C:10]([N:12]3[C:29](=[CH:30][C:4]1=2)[C:28]1[N:27]=[C:17]2[CH:18]=[CH:19][C:20]([OH:26])=[C:21]([CH2:22][N:23]([CH3:25])[CH3:24])[C:16]2=[CH:15][C:14]=1[CH2:13]3)=[O:11].Cl.[Na].N[C@H](C(O)=O)CS(=O)(O)=O. (5) Given the product [CH3:30][C:26]1[CH:25]=[C:24]([NH:23][C:17]2[C:16]3[C:21](=[CH:22][C:13]([O:10][CH2:9][CH2:8][CH2:7][N:4]4[CH2:5][CH2:6][O:1][CH2:2][CH2:3]4)=[C:14]([N+:31]([O-:33])=[O:32])[CH:15]=3)[N:20]=[CH:19][N:18]=2)[CH:29]=[CH:28][CH:27]=1, predict the reactants needed to synthesize it. The reactants are: [O:1]1[CH2:6][CH2:5][N:4]([CH2:7][CH2:8][CH2:9][OH:10])[CH2:3][CH2:2]1.[Na].F[C:13]1[CH:22]=[C:21]2[C:16]([C:17]([NH:23][C:24]3[CH:29]=[CH:28][CH:27]=[C:26]([CH3:30])[CH:25]=3)=[N:18][CH:19]=[N:20]2)=[CH:15][C:14]=1[N+:31]([O-:33])=[O:32].CO.C(Cl)Cl.CCOC(C)=O.